From a dataset of Reaction yield outcomes from USPTO patents with 853,638 reactions. Predict the reaction yield, written as a fraction of the theoretical maximum amount of product (1.0 means a 100% yield; for example, 0.34 means a 34% yield). (1) The reactants are [C:1]([C:5]1[CH:10]=[CH:9][CH:8]=[CH:7][C:6]=1[N:11]1[CH2:16][CH2:15][N:14]([C:17]([C:19]2[CH:20]=[C:21]([O:25][CH2:26][C:27]([O:29]C(C)(C)C)=[O:28])[CH:22]=[N:23][CH:24]=2)=[O:18])[CH2:13][CH2:12]1)([CH3:4])([CH3:3])[CH3:2].FC(F)(F)C(O)=O.[OH-].[Na+]. The catalyst is O. The product is [C:1]([C:5]1[CH:10]=[CH:9][CH:8]=[CH:7][C:6]=1[N:11]1[CH2:16][CH2:15][N:14]([C:17]([C:19]2[CH:20]=[C:21]([O:25][CH2:26][C:27]([OH:29])=[O:28])[CH:22]=[N:23][CH:24]=2)=[O:18])[CH2:13][CH2:12]1)([CH3:4])([CH3:2])[CH3:3]. The yield is 0.930. (2) The reactants are [Mg].BrC(Br)C.Br[C:7]1[CH:15]=[CH:14][C:10]([N:11]([CH3:13])[CH3:12])=[CH:9][CH:8]=1.[CH2:16]=[CH:17][C:18](Cl)=[CH2:19]. The catalyst is C1COCC1.CCCCCCC.Cl[Ni]1(Cl)[P](C2C=CC=CC=2)(C2C=CC=CC=2)CCC[P]1(C1C=CC=CC=1)C1C=CC=CC=1. The product is [CH2:16]=[C:17]([C:7]1[CH:15]=[CH:14][C:10]([N:11]([CH3:13])[CH3:12])=[CH:9][CH:8]=1)[CH:18]=[CH2:19]. The yield is 0.740. (3) The reactants are [CH2:1]([O:3][C:4](=[O:23])[C@H:5]([C:7]1[C:8]([CH3:22])=[N:9][C:10]2[N:11]([N:14]=[C:15]([C:17]([O:19][CH2:20][CH3:21])=[O:18])[CH:16]=2)[C:12]=1[I:13])[OH:6])[CH3:2].Cl(O)(=O)(=O)=O. The catalyst is C(Cl)Cl.C(OC(C)(C)C)(=O)C. The product is [C:7]([O:6][C@@H:5]([C:7]1[C:8]([CH3:22])=[N:9][C:10]2[N:11]([N:14]=[C:15]([C:17]([O:19][CH2:20][CH3:21])=[O:18])[CH:16]=2)[C:12]=1[I:13])[C:4]([O:3][CH2:1][CH3:2])=[O:23])([CH3:8])([CH3:12])[CH3:5]. The yield is 0.677. (4) The reactants are [CH3:1][N:2]1[C:10]2([CH2:15][CH2:14][N:13]([C:16]([O:18][CH2:19][C:20]3[CH:25]=[CH:24][CH:23]=[CH:22][CH:21]=3)=[O:17])[CH2:12][CH2:11]2)[C:6]2=[CH:7][CH:8]=[CH:9][N:5]2[CH2:4][CH2:3]1.C1C(=O)N([Br:33])C(=O)C1. The catalyst is C(Cl)Cl. The product is [Br:33][C:9]1[N:5]2[CH2:4][CH2:3][N:2]([CH3:1])[C:10]3([CH2:15][CH2:14][N:13]([C:16]([O:18][CH2:19][C:20]4[CH:21]=[CH:22][CH:23]=[CH:24][CH:25]=4)=[O:17])[CH2:12][CH2:11]3)[C:6]2=[CH:7][CH:8]=1. The yield is 0.630. (5) The reactants are [CH2:1]([C@H:4]1[O:6][C@@H:5]1[C:7]([OH:9])=O)[CH2:2][CH3:3].[CH:10]1([NH2:13])[CH2:12][CH2:11]1.C(N=C=NCCCN(C)C)C. The catalyst is C(Cl)Cl. The product is [CH:10]1([NH:13][C:7]([C@@H:5]2[C@@H:4]([CH2:1][CH2:2][CH3:3])[O:6]2)=[O:9])[CH2:12][CH2:11]1. The yield is 0.530. (6) The product is [CH3:22][C:21]1[CH:20]=[CH:19][N:18]=[CH:17][C:16]=1[N:10]1[CH2:9][CH2:8][C:7]2[CH:6]=[CH:5][C:4]3[N:3]=[CH:2][S:1][C:13]=3[C:12]=2[C:11]1=[O:14]. The yield is 0.202. The reactants are [S:1]1[C:13]2[C:12]3[C:11](=[O:14])[NH:10][CH2:9][CH2:8][C:7]=3[CH:6]=[CH:5][C:4]=2[N:3]=[CH:2]1.I[C:16]1[CH:17]=[N:18][CH:19]=[CH:20][C:21]=1[CH3:22].P([O-])([O-])([O-])=O.[K+].[K+].[K+]. The catalyst is O1CCOCC1.[Cu](I)I. (7) The reactants are [CH2:1]([O:8][C:9]([N:11]1[C:19]2[C:14](=[CH:15][CH:16]=[C:17]([N+:20]([O-])=O)[CH:18]=2)[CH2:13][CH2:12]1)=[O:10])[C:2]1[CH:7]=[CH:6][CH:5]=[CH:4][CH:3]=1.O.O.[Sn](Cl)Cl. The catalyst is C(O)C. The product is [NH2:20][C:17]1[CH:18]=[C:19]2[C:14]([CH2:13][CH2:12][N:11]2[C:9]([O:8][CH2:1][C:2]2[CH:7]=[CH:6][CH:5]=[CH:4][CH:3]=2)=[O:10])=[CH:15][CH:16]=1. The yield is 0.990. (8) The reactants are C(OC([NH:8][C@@H:9]1[CH2:14][CH2:13][C@@H:12]([CH:15](C(OCC)=O)[C:16]([O:18][CH2:19]C)=[O:17])[CH2:11][C@H:10]1[C:26]1[CH:31]=[CH:30][C:29]([C:32]([F:35])([F:34])[F:33])=[CH:28][CH:27]=1)=O)(C)(C)C. The catalyst is Cl. The product is [NH2:8][C@@H:9]1[CH2:14][CH2:13][C@@H:12]([CH2:15][C:16]([O:18][CH3:19])=[O:17])[CH2:11][C@H:10]1[C:26]1[CH:31]=[CH:30][C:29]([C:32]([F:33])([F:34])[F:35])=[CH:28][CH:27]=1. The yield is 0.990.